This data is from Reaction yield outcomes from USPTO patents with 853,638 reactions. The task is: Predict the reaction yield, written as a fraction of the theoretical maximum amount of product (1.0 means a 100% yield; for example, 0.34 means a 34% yield). (1) The reactants are [CH2:1]([S:16][CH:17]([CH2:21][CH3:22])[C:18]([OH:20])=[O:19])[CH2:2]/[CH:3]=[CH:4]\[CH2:5]/[CH:6]=[CH:7]\[CH2:8]/[CH:9]=[CH:10]\[CH2:11]/[CH:12]=[CH:13]\[CH2:14][CH3:15].C1C=C(Cl)C=C(C(OO)=[O:31])C=1. The catalyst is C(Cl)(Cl)Cl. The product is [CH2:1]([S:16]([CH:17]([CH2:21][CH3:22])[C:18]([OH:20])=[O:19])=[O:31])[CH2:2]/[CH:3]=[CH:4]\[CH2:5]/[CH:6]=[CH:7]\[CH2:8]/[CH:9]=[CH:10]\[CH2:11]/[CH:12]=[CH:13]\[CH2:14][CH3:15]. The yield is 0.480. (2) The reactants are [CH:1]1[C:10]2[C:5](=[CH:6][CH:7]=[CH:8][CH:9]=2)[CH:4]=[C:3]([NH2:11])[C:2]=1[NH2:12].O[CH2:14][CH:15]([CH2:17]O)O.Cl[C:20]1[C:25](=O)C(Cl)=C(Cl)C(=O)[C:21]=1Cl. The catalyst is Cl. The product is [N:12]1[C:2]2[C:3]3[C:4](=[CH:21][CH:20]=[CH:25][N:11]=3)[C:5]3[CH:6]=[CH:7][CH:8]=[CH:9][C:10]=3[C:1]=2[CH:17]=[CH:15][CH:14]=1. The yield is 0.190. (3) The reactants are C[O:2][CH:3]([C:6]1[C:14]2[C:9](=[CH:10][C:11]([C:15]3[CH:20]=[CH:19][C:18]([O:21][CH2:22][O:23][CH2:24][CH2:25][Si:26]([CH3:29])([CH3:28])[CH3:27])=[CH:17][C:16]=3[O:30][CH3:31])=[CH:12][CH:13]=2)[N:8]([CH2:32][O:33][CH2:34][CH2:35][Si:36]([CH3:39])([CH3:38])[CH3:37])[N:7]=1)OC. The catalyst is C(O)(C(F)(F)F)=O.C(Cl)Cl. The product is [CH3:31][O:30][C:16]1[CH:17]=[C:18]([O:21][CH2:22][O:23][CH2:24][CH2:25][Si:26]([CH3:29])([CH3:28])[CH3:27])[CH:19]=[CH:20][C:15]=1[C:11]1[CH:10]=[C:9]2[C:14]([C:6]([CH:3]=[O:2])=[N:7][N:8]2[CH2:32][O:33][CH2:34][CH2:35][Si:36]([CH3:39])([CH3:38])[CH3:37])=[CH:13][CH:12]=1. The yield is 1.00. (4) The reactants are [C:1]([O:7][CH2:8][CH3:9])(=[O:6])[CH2:2][C:3]([CH3:5])=O.[CH:10]1([NH2:13])[CH2:12][CH2:11]1. No catalyst specified. The product is [CH2:8]([O:7][C:1](=[O:6])[CH:2]=[C:3]([NH:13][CH:10]1[CH2:12][CH2:11]1)[CH3:5])[CH3:9]. The yield is 0.940. (5) The reactants are COC1C=C2C(=CC=1OCCOC)N=C[N:7]=C2OC1C=C(C=CC=1)N.[O:26]1[CH2:31][CH2:30][CH:29]([C:32]2[CH:36]=[C:35]([NH:37][C:38](=[O:46])OC3C=CC=CC=3)[O:34][N:33]=2)[CH2:28][CH2:27]1.COC1C=C2C(=CC=1OC)N=CN=C2OC1C=C(NC(NC2ON=C(C(C)C)C=2)=O)C=CC=1. The product is [O:26]1[CH2:31][CH2:30][CH:29]([C:32]2[CH:36]=[C:35]([NH:37][C:38](=[O:46])[NH2:7])[O:34][N:33]=2)[CH2:28][CH2:27]1. No catalyst specified. The yield is 0.200. (6) The catalyst is CN(C=O)C.CC(=O)OCC.O. The yield is 0.660. The product is [CH2:1]([O:3][CH:4]([O:19][CH2:20][CH3:21])[C@@H:5]([N:7]([CH2:8][C:9]1[CH:10]=[CH:11][CH:12]=[C:13]2[C:18]=1[N:17]=[CH:16][CH:15]=[CH:14]2)[C:47](=[O:48])[C@@H:23]([NH:22][C:50](=[O:51])[O:52][CH2:53][CH:54]1[C:66]2[CH:65]=[CH:64][CH:63]=[CH:62][C:61]=2[C:60]2[C:55]1=[CH:56][CH:57]=[CH:58][CH:59]=2)[CH2:24][C:25](=[O:46])[NH:26][C:27]([C:34]1[CH:39]=[CH:38][CH:37]=[CH:36][CH:35]=1)([C:40]1[CH:45]=[CH:44][CH:43]=[CH:42][CH:41]=1)[C:28]1[CH:33]=[CH:32][CH:31]=[CH:30][CH:29]=1)[CH3:6])[CH3:2]. The reactants are [CH2:1]([O:3][CH:4]([O:19][CH2:20][CH3:21])[C@@H:5]([NH:7][CH2:8][C:9]1[CH:10]=[CH:11][CH:12]=[C:13]2[C:18]=1[N:17]=[CH:16][CH:15]=[CH:14]2)[CH3:6])[CH3:2].[NH:22]([C:50]([O:52][CH2:53][CH:54]1[C:66]2[C:61](=[CH:62][CH:63]=[CH:64][CH:65]=2)[C:60]2[C:55]1=[CH:56][CH:57]=[CH:58][CH:59]=2)=[O:51])[C@H:23]([C:47](O)=[O:48])[CH2:24][C:25](=[O:46])[NH:26][C:27]([C:40]1[CH:45]=[CH:44][CH:43]=[CH:42][CH:41]=1)([C:34]1[CH:39]=[CH:38][CH:37]=[CH:36][CH:35]=1)[C:28]1[CH:33]=[CH:32][CH:31]=[CH:30][CH:29]=1.CN(C(ON1N=NC2C=CC=NC1=2)=[N+](C)C)C.F[P-](F)(F)(F)(F)F.CCN(C(C)C)C(C)C.